From a dataset of Retrosynthesis with 50K atom-mapped reactions and 10 reaction types from USPTO. Predict the reactants needed to synthesize the given product. (1) Given the product OC(CCNCc1cccc(OC(F)(F)C(F)F)c1)C(F)(F)F, predict the reactants needed to synthesize it. The reactants are: NCCC(O)C(F)(F)F.O=Cc1cccc(OC(F)(F)C(F)F)c1. (2) The reactants are: COC(=O)c1ccc(Br)cc1.Nc1ccccc1. Given the product COC(=O)c1ccc(Nc2ccccc2)cc1, predict the reactants needed to synthesize it.